Dataset: Full USPTO retrosynthesis dataset with 1.9M reactions from patents (1976-2016). Task: Predict the reactants needed to synthesize the given product. (1) Given the product [CH2:1]([C:3]1[C:4]([C:23]([C:29]2[NH:33][C:32]3[CH:42]=[CH:43][C:44]([C:46]#[N:47])=[CH:45][C:31]=3[N:30]=2)([OH:28])[C:24]([F:26])([F:27])[F:25])=[C:5]2[C:9](=[C:10]([CH3:12])[CH:11]=1)[N:8]([S:13]([C:16]1[CH:22]=[CH:21][C:19]([CH3:20])=[CH:18][CH:17]=1)(=[O:15])=[O:14])[CH:7]=[CH:6]2)[CH3:2], predict the reactants needed to synthesize it. The reactants are: [CH2:1]([C:3]1[C:4]([C:23]([C:29]2[N:33](COCC[Si](C)(C)C)[C:32]3[CH:42]=[CH:43][C:44]([C:46]#[N:47])=[CH:45][C:31]=3[N:30]=2)([OH:28])[C:24]([F:27])([F:26])[F:25])=[C:5]2[C:9](=[C:10]([CH3:12])[CH:11]=1)[N:8]([S:13]([C:16]1[CH:22]=[CH:21][C:19]([CH3:20])=[CH:18][CH:17]=1)(=[O:15])=[O:14])[CH:7]=[CH:6]2)[CH3:2].C(C1C(C(C2N(COCC[Si](C)(C)C)C3C=C(C#N)C=CC=3N=2)(O)C(F)(F)F)=C2C(=C(C)C=1)N(S(C1C=CC(C)=CC=1)(=O)=O)C=C2)C.Cl.CO. (2) Given the product [CH2:24]([N:31]1[CH:35]=[C:34]([CH2:36][CH2:37][C:38]2[CH:43]=[CH:42][C:41]([C:44]3[CH:45]=[CH:46][C:47]([C:50]([CH3:57])([CH3:56])[C:51]([OH:53])=[O:52])=[CH:48][CH:49]=3)=[CH:40][CH:39]=2)[N:33]=[N:32]1)[C:25]1[CH:30]=[CH:29][CH:28]=[CH:27][CH:26]=1, predict the reactants needed to synthesize it. The reactants are: CC(C1C=CC(B2OC(C)(C)C(C)(C)O2)=CC=1)(C)C(OCC)=O.[CH2:24]([N:31]1[CH:35]=[C:34]([CH2:36][CH2:37][C:38]2[CH:43]=[CH:42][C:41]([C:44]3[CH:49]=[CH:48][C:47]([C:50]([CH3:57])([CH3:56])[C:51]([O:53]CC)=[O:52])=[CH:46][CH:45]=3)=[CH:40][CH:39]=2)[N:33]=[N:32]1)[C:25]1[CH:30]=[CH:29][CH:28]=[CH:27][CH:26]=1.O.[OH-].[Li+]. (3) Given the product [CH3:22][O:21][C:19](=[O:20])[C:18](=[O:24])[CH2:8][C:6]1[CH:7]=[C:2]([O:16][CH3:15])[C:3]([N+:12]([O-:14])=[O:13])=[CH:4][C:5]=1[N+:9]([O-:11])=[O:10], predict the reactants needed to synthesize it. The reactants are: F[C:2]1[CH:7]=[C:6]([CH3:8])[C:5]([N+:9]([O-:11])=[O:10])=[CH:4][C:3]=1[N+:12]([O-:14])=[O:13].[CH3:15][O-:16].[Na+].[C:18](OCC)(=[O:24])[C:19]([O:21][CH2:22]C)=[O:20]. (4) Given the product [C:1]1([CH:7]([O:14][C:15]([CH:17]2[N:21]3[C:22](=[O:26])[CH2:23][C@H:20]3[S:19](=[O:27])[C:18]2([CH3:29])[CH3:28])=[O:16])[C:8]2[CH:9]=[CH:10][CH:11]=[CH:12][CH:13]=2)[CH:2]=[CH:3][CH:4]=[CH:5][CH:6]=1.[C:1]1([CH:7]([O:14][C:15]([CH:17]2[N:21]3[C:22](=[O:26])[CH:23]([Br:24])[C@H:20]3[S:19](=[O:27])[C:18]2([CH3:29])[CH3:28])=[O:16])[C:8]2[CH:9]=[CH:10][CH:11]=[CH:12][CH:13]=2)[CH:2]=[CH:3][CH:4]=[CH:5][CH:6]=1, predict the reactants needed to synthesize it. The reactants are: [C:1]1([CH:7]([O:14][C:15]([CH:17]2[N:21]3[C:22](=[O:26])[C:23](Br)([Br:24])[C@H:20]3[S:19](=[O:27])[C:18]2([CH3:29])[CH3:28])=[O:16])[C:8]2[CH:13]=[CH:12][CH:11]=[CH:10][CH:9]=2)[CH:6]=[CH:5][CH:4]=[CH:3][CH:2]=1.S([O-])([O-])(=O)=O.[Bi+3].S([O-])([O-])(=O)=O.S([O-])([O-])(=O)=O.[Bi+3].[Cl-].[Na+].[Mg]. (5) The reactants are: [CH2:1]([O:3][C:4]1[N:9]=[CH:8][C:7]([S:10]([C:13]2[N:17]([C:18]3[CH:23]=[CH:22][CH:21]=[CH:20][C:19]=3[F:24])[N:16]=[C:15]([CH2:25][N:26](C)[C:27](=O)OC(C)(C)C)[CH:14]=2)(=[O:12])=[O:11])=[CH:6][CH:5]=1)[CH3:2].C(OCC)(=O)C.[ClH:41]. Given the product [ClH:41].[CH2:1]([O:3][C:4]1[N:9]=[CH:8][C:7]([S:10]([C:13]2[N:17]([C:18]3[CH:23]=[CH:22][CH:21]=[CH:20][C:19]=3[F:24])[N:16]=[C:15]([CH2:25][NH:26][CH3:27])[CH:14]=2)(=[O:12])=[O:11])=[CH:6][CH:5]=1)[CH3:2], predict the reactants needed to synthesize it.